Task: Predict which catalyst facilitates the given reaction.. Dataset: Catalyst prediction with 721,799 reactions and 888 catalyst types from USPTO (1) Reactant: C([O:8][C:9]1[CH:14]=[CH:13][C:12]([C:15]2[C:23]3[C:22](=[O:24])[N:21]([CH3:25])[C:20]([N:26]([CH2:30][CH2:31][CH3:32])[CH2:27][CH2:28][CH3:29])=[N:19][C:18]=3[N:17]([CH3:33])[CH:16]=2)=[C:11]([F:34])[CH:10]=1)C1C=CC=CC=1. Product: [CH2:30]([N:26]([CH2:27][CH2:28][CH3:29])[C:20]1[N:21]([CH3:25])[C:22](=[O:24])[C:23]2[C:15]([C:12]3[CH:13]=[CH:14][C:9]([OH:8])=[CH:10][C:11]=3[F:34])=[CH:16][N:17]([CH3:33])[C:18]=2[N:19]=1)[CH2:31][CH3:32]. The catalyst class is: 45. (2) Reactant: [Cl-].O[NH3+:3].[C:4](=[O:7])([O-])[OH:5].[Na+].CS(C)=O.[CH2:13]([C:15]1[S:46][C:18]2[N:19]([CH2:31][C:32]3[CH:37]=[CH:36][C:35]([C:38]4[C:39]([C:44]#[N:45])=[CH:40][CH:41]=[CH:42][CH:43]=4)=[CH:34][CH:33]=3)[C:20](=[O:30])[N:21]([CH2:24][C:25]3([CH3:29])[CH2:28][O:27][CH2:26]3)[C:22](=[O:23])[C:17]=2[CH:16]=1)[CH3:14]. Product: [CH2:13]([C:15]1[S:46][C:18]2[N:19]([CH2:31][C:32]3[CH:37]=[CH:36][C:35]([C:38]4[CH:43]=[CH:42][CH:41]=[CH:40][C:39]=4[C:44]4[NH:3][C:4](=[O:7])[O:5][N:45]=4)=[CH:34][CH:33]=3)[C:20](=[O:30])[N:21]([CH2:24][C:25]3([CH3:29])[CH2:26][O:27][CH2:28]3)[C:22](=[O:23])[C:17]=2[CH:16]=1)[CH3:14]. The catalyst class is: 22. (3) Reactant: [C:1]1([CH:7]([C:10]2[CH:15]=[CH:14][CH:13]=[CH:12][CH:11]=2)[C:8]#[N:9])[CH:6]=[CH:5][CH:4]=[CH:3][CH:2]=1.[CH2:16]=[O:17]. Product: [OH:17][CH2:16][C:7]([C:1]1[CH:2]=[CH:3][CH:4]=[CH:5][CH:6]=1)([C:10]1[CH:11]=[CH:12][CH:13]=[CH:14][CH:15]=1)[C:8]#[N:9]. The catalyst class is: 228. (4) Reactant: C[O:2][C:3]1[CH:8]=[CH:7][CH:6]=[C:5]([O:9]C)[C:4]=1[C:11]1[C:19]2[C:14](=[N:15][CH:16]=[C:17]([C:20]3[CH:21]=[C:22]([OH:26])[CH:23]=[CH:24][CH:25]=3)[CH:18]=2)[NH:13][CH:12]=1.B(Br)(Br)Br. Product: [OH:26][C:22]1[CH:21]=[C:20]([C:17]2[CH:18]=[C:19]3[C:11]([C:4]4[C:5]([OH:9])=[CH:6][CH:7]=[CH:8][C:3]=4[OH:2])=[CH:12][NH:13][C:14]3=[N:15][CH:16]=2)[CH:25]=[CH:24][CH:23]=1. The catalyst class is: 4. (5) Reactant: [NH2:1][CH2:2][CH2:3][CH2:4][N:5]1[CH2:10][CH2:9][CH2:8][CH:7]([N:11]2[C:22]3=[C:23]4[C:18](=[CH:19][CH:20]=[CH:21]3)[CH:17]=[N:16][CH:15]=[C:14]4[CH2:13][CH2:12]2)[CH2:6]1.C(N(CC)C(C)C)(C)C.[CH2:33]([N:40]=[C:41]=[O:42])[C:34]1[CH:39]=[CH:38][CH:37]=[CH:36][CH:35]=1.C(=O)([O-])O.[Na+]. Product: [N:11]1([CH:7]2[CH2:8][CH2:9][CH2:10][N:5]([CH2:4][CH2:3][CH2:2][NH:1][C:41]([NH:40][CH2:33][C:34]3[CH:39]=[CH:38][CH:37]=[CH:36][CH:35]=3)=[O:42])[CH2:6]2)[C:22]2=[C:23]3[C:18](=[CH:19][CH:20]=[CH:21]2)[CH:17]=[N:16][CH:15]=[C:14]3[CH2:13][CH2:12]1. The catalyst class is: 4. (6) Reactant: [H-].[Na+].[NH:3]1[CH2:8][CH2:7][CH2:6][CH2:5][C:4]1=[O:9].Br[CH2:11][CH2:12][CH2:13][Cl:14]. Product: [Cl:14][CH2:13][CH2:12][CH2:11][N:3]1[CH2:8][CH2:7][CH2:6][CH2:5][C:4]1=[O:9]. The catalyst class is: 1.